Dataset: Full USPTO retrosynthesis dataset with 1.9M reactions from patents (1976-2016). Task: Predict the reactants needed to synthesize the given product. (1) Given the product [OH:34][C:35]1[CH:36]=[C:37]([CH2:41][C:42]([NH:44][NH:45][C:11](=[O:12])[C:10]2[C:14]([O:26][CH2:27][C:28]3[CH:29]=[CH:30][CH:31]=[CH:32][CH:33]=3)=[CH:15][C:16]([O:18][CH2:19][C:20]3[CH:21]=[CH:22][CH:23]=[CH:24][CH:25]=3)=[CH:17][C:9]=2[O:8][CH2:1][C:2]2[CH:7]=[CH:6][CH:5]=[CH:4][CH:3]=2)=[O:43])[CH:38]=[CH:39][CH:40]=1, predict the reactants needed to synthesize it. The reactants are: [CH2:1]([O:8][C:9]1[CH:17]=[C:16]([O:18][CH2:19][C:20]2[CH:25]=[CH:24][CH:23]=[CH:22][CH:21]=2)[CH:15]=[C:14]([O:26][CH2:27][C:28]2[CH:33]=[CH:32][CH:31]=[CH:30][CH:29]=2)[C:10]=1[C:11](O)=[O:12])[C:2]1[CH:7]=[CH:6][CH:5]=[CH:4][CH:3]=1.[OH:34][C:35]1[CH:36]=[C:37]([CH2:41][C:42]([NH:44][NH2:45])=[O:43])[CH:38]=[CH:39][CH:40]=1. (2) Given the product [C:14]([O:18][C:19]([NH:21][C:22]1[CH:27]=[C:26]([CH2:28][O:29][Si:6]([C:9]([CH3:12])([CH3:11])[CH3:10])([CH3:8])[CH3:7])[CH:25]=[CH:24][N:23]=1)=[O:20])([CH3:17])([CH3:15])[CH3:16], predict the reactants needed to synthesize it. The reactants are: N1C=CN=C1.[Si:6](Cl)([C:9]([CH3:12])([CH3:11])[CH3:10])([CH3:8])[CH3:7].[C:14]([O:18][C:19]([NH:21][C:22]1[CH:27]=[C:26]([CH2:28][OH:29])[CH:25]=[CH:24][N:23]=1)=[O:20])([CH3:17])([CH3:16])[CH3:15].C(OCC)(=O)C. (3) Given the product [CH3:1][O:2][C:3]([C:4]1[CH:9]=[C:8]([CH3:10])[C:7]2[O:11][CH2:28][CH2:27][N:12]([S:13]([C:16]3[CH:21]=[C:20]([Cl:22])[CH:19]=[CH:18][C:17]=3[O:23][CH3:24])(=[O:15])=[O:14])[C:6]=2[CH:5]=1)=[O:25], predict the reactants needed to synthesize it. The reactants are: [CH3:1][O:2][C:3](=[O:25])[C:4]1[CH:9]=[C:8]([CH3:10])[C:7]([OH:11])=[C:6]([NH:12][S:13]([C:16]2[CH:21]=[C:20]([Cl:22])[CH:19]=[CH:18][C:17]=2[O:23][CH3:24])(=[O:15])=[O:14])[CH:5]=1.Br[CH2:27][CH2:28]Br.